This data is from Catalyst prediction with 721,799 reactions and 888 catalyst types from USPTO. The task is: Predict which catalyst facilitates the given reaction. (1) Reactant: [F:1][C:2]1[CH:3]=[CH:4][C:5]([N+:9]([O-:11])=[O:10])=[C:6]([OH:8])[CH:7]=1.C([O-])([O-])=O.[K+].[K+].I[CH2:19][CH3:20]. Product: [CH2:19]([O:8][C:6]1[CH:7]=[C:2]([F:1])[CH:3]=[CH:4][C:5]=1[N+:9]([O-:11])=[O:10])[CH3:20]. The catalyst class is: 131. (2) Reactant: C[O:2][C:3](=O)[CH:4]([C:12]#[N:13])[CH2:5][C:6]1([CH3:11])[O:10][CH2:9][CH2:8][O:7]1.[C:15]([NH2:23])(=[NH:22])[C:16]1[CH:21]=[CH:20][CH:19]=[CH:18][CH:17]=1.C1CCN2C(=NCCC2)CC1. Product: [NH2:13][C:12]1[N:23]=[C:15]([C:16]2[CH:21]=[CH:20][CH:19]=[CH:18][CH:17]=2)[N:22]=[C:3]([OH:2])[C:4]=1[CH2:5][C:6]1([CH3:11])[O:7][CH2:8][CH2:9][O:10]1. The catalyst class is: 479. (3) Reactant: [F:1][C:2]1[CH:3]=[C:4]([CH:9]=[C:10]([F:12])[CH:11]=1)[O:5][CH2:6][CH2:7][OH:8].[CH3:13][S:14](Cl)(=[O:16])=[O:15]. Product: [F:1][C:2]1[CH:3]=[C:4]([CH:9]=[C:10]([F:12])[CH:11]=1)[O:5][CH2:6][CH2:7][O:8][S:14]([CH3:13])(=[O:16])=[O:15]. The catalyst class is: 17.